This data is from Catalyst prediction with 721,799 reactions and 888 catalyst types from USPTO. The task is: Predict which catalyst facilitates the given reaction. (1) Reactant: [F:1][C:2]1[CH:3]=[C:4]([CH:7]=[C:8]([C:10]([F:13])([F:12])[F:11])[CH:9]=1)[C:5]#[N:6].Cl.[OH:15][NH2:16].C(=O)([O-])[O-].[K+].[K+]. Product: [F:1][C:2]1[CH:3]=[C:4]([CH:7]=[C:8]([C:10]([F:11])([F:12])[F:13])[CH:9]=1)[C:5](=[N:16][OH:15])[NH2:6]. The catalyst class is: 8. (2) Reactant: [C:1]([NH:5][S:6]([C:9]1([CH3:12])[CH2:11][CH2:10]1)(=[O:8])=[O:7])([CH3:4])([CH3:3])[CH3:2].C(Br)[C:14]1[CH:19]=[CH:18][CH:17]=[CH:16][CH:15]=1.CCOC(C)=O.C(C1(S(N)(=O)=O)CC1)C1C=CC=CC=1. Product: [C:1]([NH:5][S:6]([C:9]1([CH2:12][C:14]2[CH:19]=[CH:18][CH:17]=[CH:16][CH:15]=2)[CH2:11][CH2:10]1)(=[O:8])=[O:7])([CH3:4])([CH3:2])[CH3:3]. The catalyst class is: 81. (3) Reactant: Cl[C:2]1[C:7]([C:8]#[N:9])=[C:6]([CH3:10])[N:5]=[C:4]([NH:11][C:12]([NH:14][C@H:15]([C:17]2[CH:22]=[CH:21][CH:20]=[CH:19][CH:18]=2)[CH3:16])=[O:13])[CH:3]=1.[NH2:23][NH2:24].Cl.C(=O)(O)[O-].[Na+]. Product: [NH2:9][C:8]1[C:7]2[C:6]([CH3:10])=[N:5][C:4]([NH:11][C:12]([NH:14][C@@H:15]([C:17]3[CH:22]=[CH:21][CH:20]=[CH:19][CH:18]=3)[CH3:16])=[O:13])=[CH:3][C:2]=2[NH:24][N:23]=1. The catalyst class is: 8.